From a dataset of Full USPTO retrosynthesis dataset with 1.9M reactions from patents (1976-2016). Predict the reactants needed to synthesize the given product. (1) Given the product [CH2:1]([N:3]1[C:8]([C:9]([C:11]2[CH:12]=[C:13]([CH2:18][CH2:19][C:20]#[N:21])[CH:14]=[C:15]([CH3:17])[CH:16]=2)=[O:10])=[C:7]([CH:22]([CH3:23])[CH3:24])[C:6](=[O:25])[NH:5][C:4]1=[O:26])[CH3:2], predict the reactants needed to synthesize it. The reactants are: [CH2:1]([N:3]1[C:8]([C:9]([C:11]2[CH:12]=[C:13]([CH:18]=[CH:19][C:20]#[N:21])[CH:14]=[C:15]([CH3:17])[CH:16]=2)=[O:10])=[C:7]([CH:22]([CH3:24])[CH3:23])[C:6](=[O:25])[NH:5][C:4]1=[O:26])[CH3:2]. (2) Given the product [F:1][C:2]1[CH:3]=[C:4]([NH:8][CH:9]([C:13]2[CH:14]=[N:15][C:16]([O:19][CH3:20])=[CH:17][CH:18]=2)[C:10]([O:12][C@@H:23]2[CH:24]3[CH2:27][CH2:28][N:21]([CH2:26][CH2:25]3)[CH2:22]2)=[O:11])[CH:5]=[CH:6][CH:7]=1, predict the reactants needed to synthesize it. The reactants are: [F:1][C:2]1[CH:3]=[C:4]([NH:8][CH:9]([C:13]2[CH:14]=[N:15][C:16]([O:19][CH3:20])=[CH:17][CH:18]=2)[C:10]([OH:12])=[O:11])[CH:5]=[CH:6][CH:7]=1.[N:21]12[CH2:28][CH2:27][CH:24]([CH2:25][CH2:26]1)[C@@H:23](O)[CH2:22]2.C1C=CC2N(O)N=NC=2C=1.C1CCC(N=C=NC2CCCCC2)CC1. (3) Given the product [Cl:1][C:2]1[CH:7]=[N:6][C:5]2[N:8]([S:17]([C:20]3[CH:21]=[CH:22][C:23]([CH3:24])=[CH:25][CH:26]=3)(=[O:19])=[O:18])[C:9]([C:11]3[CH:12]=[N:13][N:14]([CH3:16])[CH:15]=3)=[CH:10][C:4]=2[C:3]=1/[C:27](=[N:29]/[O:30][C:36]([C:32]1([OH:31])[CH2:35][CH2:34][CH2:33]1)=[O:37])/[NH2:28], predict the reactants needed to synthesize it. The reactants are: [Cl:1][C:2]1[CH:7]=[N:6][C:5]2[N:8]([S:17]([C:20]3[CH:26]=[CH:25][C:23]([CH3:24])=[CH:22][CH:21]=3)(=[O:19])=[O:18])[C:9]([C:11]3[CH:12]=[N:13][N:14]([CH3:16])[CH:15]=3)=[CH:10][C:4]=2[C:3]=1/[C:27](=[N:29]/[OH:30])/[NH2:28].[OH:31][C:32]1([C:36](O)=[O:37])[CH2:35][CH2:34][CH2:33]1.O.ON1C2C=CC=CC=2N=N1.CN1CCOCC1.Cl.CN(C)CCCN=C=NCC. (4) Given the product [Cl:1][C:2]1[N:3]=[CH:4][C:5]2[C:10]([CH:11]=1)=[CH:9][C:8]([C:12]1[CH:13]=[N:16][NH:15][N:14]=1)=[CH:7][CH:6]=2, predict the reactants needed to synthesize it. The reactants are: [Cl:1][C:2]1[N:3]=[CH:4][C:5]2[C:10]([CH:11]=1)=[CH:9][C:8]([C:12]#[CH:13])=[CH:7][CH:6]=2.[N:14]([Si](C)(C)C)=[N+:15]=[N-:16]. (5) Given the product [O:21]([C:17]1[CH:16]=[C:15]([C:7]2[C:8]3[C:9](=[N:10][CH:11]=[N:12][C:13]=3[NH2:14])[NH:5][N:6]=2)[CH:20]=[CH:19][CH:18]=1)[C:22]1[CH:27]=[CH:26][CH:25]=[CH:24][CH:23]=1, predict the reactants needed to synthesize it. The reactants are: C([N:5]1[C:9]2=[N:10][CH:11]=[N:12][C:13]([NH2:14])=[C:8]2[C:7]([C:15]2[CH:20]=[CH:19][CH:18]=[C:17]([O:21][C:22]3[CH:27]=[CH:26][CH:25]=[CH:24][CH:23]=3)[CH:16]=2)=[N:6]1)(C)(C)C. (6) The reactants are: [CH:1]1([CH2:6][C:7]([OH:9])=O)[CH2:5][CH2:4][CH2:3][CH2:2]1.[CH3:10][O:11][C:12](=[O:27])[C@H:13]([CH2:20][C:21]1[CH:26]=[CH:25][CH:24]=[CH:23][CH:22]=1)[NH:14][C:15](=[O:19])[C@H:16]([CH3:18])[NH2:17].C(N[C@H](C(O)=O)C)(OC(C)(C)C)=O.Cl.COC(=O)[C@H](CC1C=CC=CC=1)N. Given the product [CH3:10][O:11][C:12](=[O:27])[C@H:13]([CH2:20][C:21]1[CH:26]=[CH:25][CH:24]=[CH:23][CH:22]=1)[NH:14][C:15](=[O:19])[C@H:16]([CH3:18])[NH:17][C:7](=[O:9])[CH2:6][CH:1]1[CH2:2][CH2:3][CH2:4][CH2:5]1, predict the reactants needed to synthesize it. (7) Given the product [C:12]1([N:9]2[C:5]3=[N:6][CH:7]=[N:8][C:3]([NH:1][N:2]=[CH:23][C:22]4[CH:25]=[CH:26][C:19]([OH:18])=[C:20]([O:27][CH2:28][CH3:29])[CH:21]=4)=[C:4]3[CH:11]=[N:10]2)[CH:17]=[CH:16][CH:15]=[CH:14][CH:13]=1, predict the reactants needed to synthesize it. The reactants are: [NH:1]([C:3]1[N:8]=[CH:7][N:6]=[C:5]2[N:9]([C:12]3[CH:17]=[CH:16][CH:15]=[CH:14][CH:13]=3)[N:10]=[CH:11][C:4]=12)[NH2:2].[OH:18][C:19]1[CH:26]=[CH:25][C:22]([CH:23]=O)=[CH:21][C:20]=1[O:27][CH2:28][CH3:29].C1(N2C3=NC=NC(NN=CC4C=CN=CC=4)=C3C=N2)C=CC=CC=1. (8) Given the product [F:30][C:2]1[CH:10]=[C:9]2[C:5]([CH2:6][CH2:7][C:8]2([CH3:12])[CH3:11])=[CH:4][C:3]=1[O:13][CH3:14], predict the reactants needed to synthesize it. The reactants are: Br[C:2]1[CH:10]=[C:9]2[C:5]([CH2:6][CH2:7][C:8]2([CH3:12])[CH3:11])=[CH:4][C:3]=1[O:13][CH3:14].C([Li])CCC.C1C=CC(S(N(S(C2C=CC=CC=2)(=O)=O)[F:30])(=O)=O)=CC=1.O.